This data is from Catalyst prediction with 721,799 reactions and 888 catalyst types from USPTO. The task is: Predict which catalyst facilitates the given reaction. Reactant: [CH:1]1([CH2:6][CH:7]([C:16]2[CH:21]=[CH:20][C:19]([S:22]([CH3:25])(=[O:24])=[O:23])=[C:18]([N+:26]([O-])=[O:27])[CH:17]=2)[C:8]([NH:10][C:11]2[S:12][CH:13]=[CH:14][N:15]=2)=[O:9])[CH2:5][CH2:4][CH2:3][CH2:2]1.[H][H]. Product: [CH:1]1([CH2:6][CH:7]([C:16]2[CH:21]=[CH:20][C:19]([S:22]([CH3:25])(=[O:23])=[O:24])=[C:18]([NH:26][OH:27])[CH:17]=2)[C:8]([NH:10][C:11]2[S:12][CH:13]=[CH:14][N:15]=2)=[O:9])[CH2:5][CH2:4][CH2:3][CH2:2]1. The catalyst class is: 19.